From a dataset of NCI-60 drug combinations with 297,098 pairs across 59 cell lines. Regression. Given two drug SMILES strings and cell line genomic features, predict the synergy score measuring deviation from expected non-interaction effect. (1) Drug 1: CCCS(=O)(=O)NC1=C(C(=C(C=C1)F)C(=O)C2=CNC3=C2C=C(C=N3)C4=CC=C(C=C4)Cl)F. Drug 2: CS(=O)(=O)OCCCCOS(=O)(=O)C. Cell line: TK-10. Synergy scores: CSS=10.5, Synergy_ZIP=-1.82, Synergy_Bliss=3.95, Synergy_Loewe=-2.76, Synergy_HSA=1.91. (2) Drug 1: C1=CC(=CC=C1CC(C(=O)O)N)N(CCCl)CCCl.Cl. Drug 2: C1CN(CCN1C(=O)CCBr)C(=O)CCBr. Cell line: EKVX. Synergy scores: CSS=0.247, Synergy_ZIP=0.509, Synergy_Bliss=3.08, Synergy_Loewe=1.70, Synergy_HSA=1.89.